This data is from NCI-60 drug combinations with 297,098 pairs across 59 cell lines. The task is: Regression. Given two drug SMILES strings and cell line genomic features, predict the synergy score measuring deviation from expected non-interaction effect. (1) Drug 1: CC=C1C(=O)NC(C(=O)OC2CC(=O)NC(C(=O)NC(CSSCCC=C2)C(=O)N1)C(C)C)C(C)C. Drug 2: CC1CCCC2(C(O2)CC(NC(=O)CC(C(C(=O)C(C1O)C)(C)C)O)C(=CC3=CSC(=N3)C)C)C. Cell line: SK-OV-3. Synergy scores: CSS=54.7, Synergy_ZIP=0.340, Synergy_Bliss=1.37, Synergy_Loewe=-2.92, Synergy_HSA=1.36. (2) Drug 1: C1=CC(=CC=C1CCCC(=O)O)N(CCCl)CCCl. Drug 2: CC(C1=C(C=CC(=C1Cl)F)Cl)OC2=C(N=CC(=C2)C3=CN(N=C3)C4CCNCC4)N. Cell line: NCI-H522. Synergy scores: CSS=17.6, Synergy_ZIP=-8.60, Synergy_Bliss=-2.56, Synergy_Loewe=-2.39, Synergy_HSA=-2.01. (3) Drug 1: CC1=CC2C(CCC3(C2CCC3(C(=O)C)OC(=O)C)C)C4(C1=CC(=O)CC4)C. Drug 2: CC(C)CN1C=NC2=C1C3=CC=CC=C3N=C2N. Cell line: BT-549. Synergy scores: CSS=-6.59, Synergy_ZIP=2.63, Synergy_Bliss=2.34, Synergy_Loewe=-0.725, Synergy_HSA=-0.512. (4) Drug 1: C1=CC(=C2C(=C1NCCNCCO)C(=O)C3=C(C=CC(=C3C2=O)O)O)NCCNCCO. Drug 2: CC1CCCC2(C(O2)CC(NC(=O)CC(C(C(=O)C(C1O)C)(C)C)O)C(=CC3=CSC(=N3)C)C)C. Cell line: SK-OV-3. Synergy scores: CSS=53.9, Synergy_ZIP=-4.48, Synergy_Bliss=-5.17, Synergy_Loewe=-4.05, Synergy_HSA=-3.68. (5) Drug 1: C#CCC(CC1=CN=C2C(=N1)C(=NC(=N2)N)N)C3=CC=C(C=C3)C(=O)NC(CCC(=O)O)C(=O)O. Drug 2: COCCOC1=C(C=C2C(=C1)C(=NC=N2)NC3=CC=CC(=C3)C#C)OCCOC.Cl. Cell line: HT29. Synergy scores: CSS=0.416, Synergy_ZIP=0.679, Synergy_Bliss=-0.579, Synergy_Loewe=1.05, Synergy_HSA=-1.96. (6) Drug 1: CCCS(=O)(=O)NC1=C(C(=C(C=C1)F)C(=O)C2=CNC3=C2C=C(C=N3)C4=CC=C(C=C4)Cl)F. Drug 2: C1=NNC2=C1C(=O)NC=N2. Cell line: SN12C. Synergy scores: CSS=-0.172, Synergy_ZIP=7.83, Synergy_Bliss=2.87, Synergy_Loewe=0.651, Synergy_HSA=0.462. (7) Drug 1: C1=CC(=CC=C1CCCC(=O)O)N(CCCl)CCCl. Drug 2: CCC1(C2=C(COC1=O)C(=O)N3CC4=CC5=C(C=CC(=C5CN(C)C)O)N=C4C3=C2)O.Cl. Cell line: HT29. Synergy scores: CSS=24.0, Synergy_ZIP=-5.92, Synergy_Bliss=-0.833, Synergy_Loewe=-8.51, Synergy_HSA=0.859. (8) Drug 1: CS(=O)(=O)C1=CC(=C(C=C1)C(=O)NC2=CC(=C(C=C2)Cl)C3=CC=CC=N3)Cl. Drug 2: CCN(CC)CCCC(C)NC1=C2C=C(C=CC2=NC3=C1C=CC(=C3)Cl)OC. Cell line: OVCAR-4. Synergy scores: CSS=4.65, Synergy_ZIP=-4.72, Synergy_Bliss=0.0189, Synergy_Loewe=-5.68, Synergy_HSA=-0.612. (9) Drug 1: CNC(=O)C1=CC=CC=C1SC2=CC3=C(C=C2)C(=NN3)C=CC4=CC=CC=N4. Drug 2: C1CN(CCN1C(=O)CCBr)C(=O)CCBr. Cell line: UACC-257. Synergy scores: CSS=2.77, Synergy_ZIP=-0.861, Synergy_Bliss=0.892, Synergy_Loewe=-0.365, Synergy_HSA=-0.698.